Dataset: Full USPTO retrosynthesis dataset with 1.9M reactions from patents (1976-2016). Task: Predict the reactants needed to synthesize the given product. Given the product [CH:14]([C:16]1[NH:10][C:6]2[CH:7]=[CH:8][CH:9]=[C:4]([C:3]([OH:2])=[O:12])[C:5]=2[N:11]=1)([CH3:15])[CH3:13], predict the reactants needed to synthesize it. The reactants are: C[O:2][C:3](=[O:12])[C:4]1[CH:9]=[CH:8][CH:7]=[C:6]([NH2:10])[C:5]=1[NH2:11].[C:13](O)(=O)[CH:14]([CH3:16])[CH3:15].[OH-].[Na+].